Dataset: Reaction yield outcomes from USPTO patents with 853,638 reactions. Task: Predict the reaction yield, written as a fraction of the theoretical maximum amount of product (1.0 means a 100% yield; for example, 0.34 means a 34% yield). (1) The reactants are C([Li])CCC.[S:6]1[C:10]([C:11]2[C:12]3[CH:19]=[CH:18][N:17]([CH2:20][O:21][CH2:22][CH2:23][Si:24]([CH3:27])([CH3:26])[CH3:25])[C:13]=3[N:14]=[CH:15][N:16]=2)=[CH:9][N:8]=[CH:7]1.C(Br)(Br)(Br)[Br:29]. The catalyst is CCCCCC.C1COCC1. The product is [Br:29][C:7]1[S:6][C:10]([C:11]2[C:12]3[CH:19]=[CH:18][N:17]([CH2:20][O:21][CH2:22][CH2:23][Si:24]([CH3:27])([CH3:26])[CH3:25])[C:13]=3[N:14]=[CH:15][N:16]=2)=[CH:9][N:8]=1. The yield is 0.570. (2) The reactants are [CH2:1]([C:5]1[N:10]=[C:9]([CH3:11])[N:8]([C:12]2[CH:17]=[CH:16][C:15]([OH:18])=[CH:14][CH:13]=2)[C:7](=[O:19])[C:6]=1[CH2:20][C:21]1[CH:26]=[CH:25][C:24]([C:27]2[CH:32]=[CH:31][CH:30]=[CH:29][C:28]=2[C:33]2[NH:37][C:36](=[O:38])[O:35][N:34]=2)=[CH:23][CH:22]=1)[CH2:2][CH2:3][CH3:4].[Si]([O:46][CH:47]1[CH2:52][CH2:51][CH:50](O)[CH2:49][CH2:48]1)(C(C)(C)C)(C)C.C1(P(C2C=CC=CC=2)C2C=CC=CC=2)C=CC=CC=1.N(C(OC(C)C)=O)=NC(OC(C)C)=O. The catalyst is O1CCCC1.O. The product is [CH2:1]([C:5]1[N:10]=[C:9]([CH3:11])[N:8]([C:12]2[CH:17]=[CH:16][C:15]([O:18][C@H:50]3[CH2:51][CH2:52][C@@H:47]([OH:46])[CH2:48][CH2:49]3)=[CH:14][CH:13]=2)[C:7](=[O:19])[C:6]=1[CH2:20][C:21]1[CH:26]=[CH:25][C:24]([C:27]2[CH:32]=[CH:31][CH:30]=[CH:29][C:28]=2[C:33]2[NH:37][C:36](=[O:38])[O:35][N:34]=2)=[CH:23][CH:22]=1)[CH2:2][CH2:3][CH3:4]. The yield is 0.280.